The task is: Predict the reaction yield, written as a fraction of the theoretical maximum amount of product (1.0 means a 100% yield; for example, 0.34 means a 34% yield).. This data is from Reaction yield outcomes from USPTO patents with 853,638 reactions. The reactants are [C:1]([O:5][C:6]([NH:8][C:9]1[C:19]([CH3:20])=[C:18]([CH3:21])[C:12]([NH:13][CH2:14][C:15]([OH:17])=O)=[C:11]([CH3:22])[C:10]=1[CH3:23])=[O:7])([CH3:4])([CH3:3])[CH3:2].[CH2:24]([N:31]1[CH2:36][CH2:35][CH:34]([NH2:37])[CH2:33][CH2:32]1)[C:25]1[CH:30]=[CH:29][CH:28]=[CH:27][CH:26]=1.C(N(CC)CC)C.C(=O)([O-])O.[Na+]. The catalyst is C(Cl)Cl. The product is [C:1]([O:5][C:6]([NH:8][C:9]1[C:19]([CH3:20])=[C:18]([CH3:21])[C:12]([NH:13][CH2:14][C:15]([NH:37][CH:34]2[CH2:35][CH2:36][N:31]([CH2:24][C:25]3[CH:30]=[CH:29][CH:28]=[CH:27][CH:26]=3)[CH2:32][CH2:33]2)=[O:17])=[C:11]([CH3:22])[C:10]=1[CH3:23])=[O:7])([CH3:3])([CH3:2])[CH3:4]. The yield is 0.730.